This data is from Reaction yield outcomes from USPTO patents with 853,638 reactions. The task is: Predict the reaction yield, written as a fraction of the theoretical maximum amount of product (1.0 means a 100% yield; for example, 0.34 means a 34% yield). (1) The reactants are [C:1]([NH:4][C:5]1[CH:6]=[CH:7][C:8]2[C:17]([CH:18]=1)=[N:16][C:15]1[C:10](=[CH:11][CH:12]=[C:13]([N+:19]([O-])=O)[CH:14]=1)[C:9]=2[NH2:22])(=[O:3])[CH3:2].C(OCC)(=O)C.CO.C([O-])=O.[NH4+]. The catalyst is O. The product is [C:1]([NH:4][C:5]1[CH:6]=[CH:7][C:8]2[C:17]([CH:18]=1)=[N:16][C:15]1[C:10](=[CH:11][CH:12]=[C:13]([NH2:19])[CH:14]=1)[C:9]=2[NH2:22])(=[O:3])[CH3:2]. The yield is 0.290. (2) The reactants are [C:1]([C:4]1[C:9]([C:10]2[CH:15]=[CH:14][CH:13]=[CH:12][CH:11]=2)=[N:8][N:7]([CH2:16][CH3:17])[C:6](=[O:18])[C:5]=1[N+:19]([O-])=O)(=[O:3])[CH3:2].N[C:23]1[O:27][N:26]=[C:25]([CH3:28])[CH:24]=1. The catalyst is C(O)C. The product is [C:1]([C:4]1[C:9]([C:10]2[CH:11]=[CH:12][CH:13]=[CH:14][CH:15]=2)=[N:8][N:7]([CH2:16][CH3:17])[C:6](=[O:18])[C:5]=1[NH:19][C:23]1[O:27][N:26]=[C:25]([CH3:28])[CH:24]=1)(=[O:3])[CH3:2]. The yield is 0.149. (3) The reactants are [H-].[Na+].[CH3:3][S:4]([NH2:7])(=[O:6])=[O:5].[Cl:8][C:9]1[CH:10]=[C:11]([C:33](O)=[O:34])[CH:12]=[C:13]2[C:18]=1[NH:17][CH:16]([C:19]1[CH:24]=[CH:23][CH:22]=[C:21]([N:25]3[CH2:30][CH2:29][O:28][CH2:27][CH2:26]3)[CH:20]=1)[C:15]([CH3:32])([CH3:31])[CH2:14]2.C(N1C=CN=C1)(N1C=CN=C1)=O. The catalyst is CN(C)C=O. The product is [Cl:8][C:9]1[CH:10]=[C:11]([C:33]([NH:7][S:4]([CH3:3])(=[O:6])=[O:5])=[O:34])[CH:12]=[C:13]2[C:18]=1[NH:17][CH:16]([C:19]1[CH:24]=[CH:23][CH:22]=[C:21]([N:25]3[CH2:26][CH2:27][O:28][CH2:29][CH2:30]3)[CH:20]=1)[C:15]([CH3:31])([CH3:32])[CH2:14]2. The yield is 0.300. (4) The reactants are [Cl:1][C:2]1[C:3]([OH:36])=[C:4]([CH:8]=[C:9]([C:11]2[CH:12]=[C:13]3[C:19]([C:20]4[CH:25]=[CH:24][CH:23]=[CH:22][C:21]=4[O:26][CH3:27])=[N:18][N:17](COCC[Si](C)(C)C)[C:14]3=[N:15][CH:16]=2)[CH:10]=1)[C:5]([OH:7])=O.[CH3:37][NH:38][CH3:39].F[P-](F)(F)(F)(F)F.N1(OC(N(C)C)=[N+](C)C)C2N=CC=CC=2N=N1.C(N(CC)C(C)C)(C)C.Cl. The catalyst is CN(C=O)C.C(OCC)(=O)C. The product is [Cl:1][C:2]1[C:3]([OH:36])=[C:4]([CH:8]=[C:9]([C:11]2[CH:12]=[C:13]3[C:19]([C:20]4[CH:25]=[CH:24][CH:23]=[CH:22][C:21]=4[O:26][CH3:27])=[N:18][NH:17][C:14]3=[N:15][CH:16]=2)[CH:10]=1)[C:5]([N:38]([CH3:39])[CH3:37])=[O:7]. The yield is 0.210. (5) The reactants are [C:1](=O)([O-])[O-].[Cs+].[Cs+].C1(P(C2CCCCC2)C2CCCCC2)CCCCC1.COB(OC)OC.[CH2:33]([C@H:35]1[C@@H:39]([C:40]2[N:44]3[C:45]4[C:51](I)=[CH:50][N:49]([CH2:53][O:54][CH2:55][CH2:56][Si:57]([CH3:60])([CH3:59])[CH3:58])[C:46]=4[N:47]=[CH:48][C:43]3=[N:42][N:41]=2)[CH2:38][C@@H:37]([N:61]([CH2:68][O:69][CH2:70][CH2:71][Si:72]([CH3:75])([CH3:74])[CH3:73])[S:62]([CH:65]2[CH2:67][CH2:66]2)(=[O:64])=[O:63])[CH2:36]1)[CH3:34]. The catalyst is O1CCOCC1.C1C=CC(/C=C/C(/C=C/C2C=CC=CC=2)=O)=CC=1.C1C=CC(/C=C/C(/C=C/C2C=CC=CC=2)=O)=CC=1.C1C=CC(/C=C/C(/C=C/C2C=CC=CC=2)=O)=CC=1.[Pd].[Pd]. The product is [CH2:33]([C@H:35]1[C@@H:39]([C:40]2[N:44]3[C:45]4[C:51]([CH3:1])=[CH:50][N:49]([CH2:53][O:54][CH2:55][CH2:56][Si:57]([CH3:60])([CH3:59])[CH3:58])[C:46]=4[N:47]=[CH:48][C:43]3=[N:42][N:41]=2)[CH2:38][C@@H:37]([N:61]([CH2:68][O:69][CH2:70][CH2:71][Si:72]([CH3:75])([CH3:74])[CH3:73])[S:62]([CH:65]2[CH2:67][CH2:66]2)(=[O:64])=[O:63])[CH2:36]1)[CH3:34]. The yield is 0.770. (6) The reactants are [CH3:1][CH2:2][CH2:3][CH2:4][CH2:5][CH2:6][CH2:7][CH2:8][CH2:9][CH2:10][CH2:11][CH3:12].[Br:13][Br:14]. No catalyst specified. The product is [Br:13][Br:14].[CH2:12]([Br:13])[CH2:11][CH2:10][CH2:9][CH2:8][CH2:7][CH2:6][CH2:5][CH2:4][CH2:3][CH2:2][CH3:1]. The yield is 1.00. (7) The reactants are [CH3:1][S:2]([NH:5][C:6]1[CH:11]=[CH:10][C:9]([O:12][CH2:13][C@H:14]2[O:16][CH2:15]2)=[CH:8][CH:7]=1)(=[O:4])=[O:3].[C:17](=O)([O-])[O-].[K+].[K+].CI. The catalyst is CC(C)=O. The product is [CH3:17][N:5]([S:2]([CH3:1])(=[O:3])=[O:4])[C:6]1[CH:7]=[CH:8][C:9]([O:12][CH2:13][C@H:14]2[O:16][CH2:15]2)=[CH:10][CH:11]=1. The yield is 0.780. (8) The reactants are C(OC([N:8]1[CH2:12][CH2:11][C@H:10]([O:13][C:14]2[C:15]3[CH2:23][N:22]([C:24]4[CH:25]=[N:26][C:27]([O:34][CH3:35])=[C:28]([C:30]([F:33])([F:32])[F:31])[CH:29]=4)[CH2:21][CH2:20][C:16]=3[N:17]=[CH:18][N:19]=2)[CH2:9]1)=O)(C)(C)C.[ClH:36].C(OCC)C. The catalyst is C(Cl)Cl. The product is [ClH:36].[ClH:36].[CH3:35][O:34][C:27]1[N:26]=[CH:25][C:24]([N:22]2[CH2:21][CH2:20][C:16]3[N:17]=[CH:18][N:19]=[C:14]([O:13][C@H:10]4[CH2:11][CH2:12][NH:8][CH2:9]4)[C:15]=3[CH2:23]2)=[CH:29][C:28]=1[C:30]([F:33])([F:31])[F:32]. The yield is 1.28. (9) The product is [C:7]([CH:4]1[CH2:5][CH2:6][N:1]([CH2:10][CH2:11][NH:12][C:13](=[O:19])[O:14][C:15]([CH3:18])([CH3:17])[CH3:16])[CH2:2][CH2:3]1)#[N:8]. The catalyst is C(Cl)Cl. The yield is 0.910. The reactants are [NH:1]1[CH2:6][CH2:5][CH:4]([C:7]#[N:8])[CH2:3][CH2:2]1.O=[CH:10][CH2:11][NH:12][C:13](=[O:19])[O:14][C:15]([CH3:18])([CH3:17])[CH3:16].C(O[BH-](OC(=O)C)OC(=O)C)(=O)C.[Na+]. (10) The yield is 0.530. The product is [F:31][C@H:29]1[CH2:28][N:27]([S:32]([C:35]2[CH:40]=[CH:39][C:38]([F:41])=[CH:37][CH:36]=2)(=[O:33])=[O:34])[C@H:26]([C:24]([NH:23][CH2:22][C:20]2[CH:21]=[C:16]([C:3]3[CH:8]=[N:7][C:6]([C:9]([F:12])([F:11])[F:10])=[CH:5][N:4]=3)[CH:17]=[CH:18][C:19]=2[F:42])=[O:25])[CH2:30]1. The reactants are C[Sn](C)(C)[C:3]1[CH:8]=[N:7][C:6]([C:9]([F:12])([F:11])[F:10])=[CH:5][N:4]=1.Cl[C:16]1[CH:17]=[CH:18][C:19]([F:42])=[C:20]([CH2:22][NH:23][C:24]([C@@H:26]2[CH2:30][C@@H:29]([F:31])[CH2:28][N:27]2[S:32]([C:35]2[CH:40]=[CH:39][C:38]([F:41])=[CH:37][CH:36]=2)(=[O:34])=[O:33])=[O:25])[CH:21]=1. The catalyst is C1C=CC([P]([Pd]([P](C2C=CC=CC=2)(C2C=CC=CC=2)C2C=CC=CC=2)([P](C2C=CC=CC=2)(C2C=CC=CC=2)C2C=CC=CC=2)[P](C2C=CC=CC=2)(C2C=CC=CC=2)C2C=CC=CC=2)(C2C=CC=CC=2)C2C=CC=CC=2)=CC=1.CN(C)C(=O)C.